Dataset: Full USPTO retrosynthesis dataset with 1.9M reactions from patents (1976-2016). Task: Predict the reactants needed to synthesize the given product. Given the product [C:33]([Cl:35])(=[O:8])[C:28]([Cl:30])=[O:29].[CH2:3]([NH:2][CH2:7][CH3:6])[CH3:4], predict the reactants needed to synthesize it. The reactants are: C[N:2]1[CH2:7][CH2:6]C([O:8]C2C=C(C=CC=2)CN)[CH2:4][CH2:3]1.C(C1C=CC([C:28]([Cl:30])=[O:29])=CC=1)C1C=CC=CC=1.[CH2:33]([Cl:35])Cl.